Dataset: NCI-60 drug combinations with 297,098 pairs across 59 cell lines. Task: Regression. Given two drug SMILES strings and cell line genomic features, predict the synergy score measuring deviation from expected non-interaction effect. (1) Drug 1: C1=CC(=CC=C1C#N)C(C2=CC=C(C=C2)C#N)N3C=NC=N3. Drug 2: C1=NNC2=C1C(=O)NC=N2. Cell line: HOP-92. Synergy scores: CSS=0.916, Synergy_ZIP=-1.09, Synergy_Bliss=-1.98, Synergy_Loewe=-1.93, Synergy_HSA=-2.95. (2) Drug 1: C1=C(C(=O)NC(=O)N1)N(CCCl)CCCl. Synergy scores: CSS=21.5, Synergy_ZIP=-2.09, Synergy_Bliss=5.95, Synergy_Loewe=-3.85, Synergy_HSA=2.93. Drug 2: C1CNP(=O)(OC1)N(CCCl)CCCl. Cell line: SK-OV-3. (3) Drug 1: C1CC(=O)NC(=O)C1N2CC3=C(C2=O)C=CC=C3N. Drug 2: C1CCC(C(C1)N)N.C(=O)(C(=O)[O-])[O-].[Pt+4]. Cell line: A549. Synergy scores: CSS=19.8, Synergy_ZIP=-5.05, Synergy_Bliss=-1.23, Synergy_Loewe=1.75, Synergy_HSA=1.83. (4) Drug 1: CC12CCC3C(C1CCC2O)C(CC4=C3C=CC(=C4)O)CCCCCCCCCS(=O)CCCC(C(F)(F)F)(F)F. Drug 2: CS(=O)(=O)OCCCCOS(=O)(=O)C. Cell line: OVCAR-8. Synergy scores: CSS=1.23, Synergy_ZIP=-0.280, Synergy_Bliss=2.97, Synergy_Loewe=-1.47, Synergy_HSA=-0.966. (5) Drug 1: C1CCN(CC1)CCOC2=CC=C(C=C2)C(=O)C3=C(SC4=C3C=CC(=C4)O)C5=CC=C(C=C5)O. Drug 2: COC1=C2C(=CC3=C1OC=C3)C=CC(=O)O2. Cell line: OVCAR-4. Synergy scores: CSS=0.677, Synergy_ZIP=0.367, Synergy_Bliss=0.785, Synergy_Loewe=-1.31, Synergy_HSA=-1.73. (6) Drug 1: CC=C1C(=O)NC(C(=O)OC2CC(=O)NC(C(=O)NC(CSSCCC=C2)C(=O)N1)C(C)C)C(C)C. Drug 2: C1=NNC2=C1C(=O)NC=N2. Cell line: OVCAR-4. Synergy scores: CSS=30.8, Synergy_ZIP=-2.14, Synergy_Bliss=1.50, Synergy_Loewe=-19.8, Synergy_HSA=-0.759.